This data is from Reaction yield outcomes from USPTO patents with 853,638 reactions. The task is: Predict the reaction yield, written as a fraction of the theoretical maximum amount of product (1.0 means a 100% yield; for example, 0.34 means a 34% yield). (1) The reactants are [ClH:1].[CH2:2]([N:4]([CH2:7][C:8]([O:10][CH:11]1[CH2:16][CH2:15][N:14]([C:17]2[S:18][C:19](/[CH:22]=[C:23](\[C:34]#[N:35])/[C:24]3[CH:29]=[CH:28][C:27]([O:30][CH3:31])=[C:26]([O:32][CH3:33])[CH:25]=3)=[CH:20][CH:21]=2)[CH2:13][CH2:12]1)=[O:9])[CH2:5][CH3:6])[CH3:3]. The catalyst is C(O)(C)C. The product is [ClH:1].[CH2:2]([N:4]([CH2:7][C:8]([O:10][CH:11]1[CH2:12][CH2:13][N:14]([C:17]2[S:18][C:19](/[CH:22]=[C:23](\[C:34]#[N:35])/[C:24]3[CH:29]=[CH:28][C:27]([O:30][CH3:31])=[C:26]([O:32][CH3:33])[CH:25]=3)=[CH:20][CH:21]=2)[CH2:15][CH2:16]1)=[O:9])[CH2:5][CH3:6])[CH3:3]. The yield is 0.700. (2) The reactants are [CH2:1]([S:8][C:9]1[C:10]([CH2:17][OH:18])=[CH:11][S:12][C:13]=1[N+:14]([O-:16])=[O:15])[C:2]1[CH:7]=[CH:6][CH:5]=[CH:4][CH:3]=1.C(N(C(C)C)CC)(C)C.[CH3:28][O:29][CH2:30]Cl. The catalyst is ClCCl. The product is [CH2:1]([S:8][C:9]1[C:10]([CH2:17][O:18][CH2:28][O:29][CH3:30])=[CH:11][S:12][C:13]=1[N+:14]([O-:16])=[O:15])[C:2]1[CH:7]=[CH:6][CH:5]=[CH:4][CH:3]=1. The yield is 0.940. (3) The reactants are [I:1][C:2]1[N:3]=[CH:4][NH:5][CH:6]=1.C([O-])([O-])=O.[Cs+].[Cs+].[CH3:13][C:14]1([CH3:17])[CH2:16][O:15]1. The product is [I:1][C:2]1[N:3]=[CH:4][N:5]([CH2:13][C:14]([CH3:17])([OH:15])[CH3:16])[CH:6]=1. No catalyst specified. The yield is 0.710. (4) The reactants are [OH:1][C:2]1[C:3]([C:22]([NH:24][CH2:25][C:26]([O:28]CC)=[O:27])=[O:23])=[C:4]2[C:9](=[CH:10][C:11]=1[C:12]1[S:13][CH:14]=[CH:15][CH:16]=1)[N:8]=[C:7]([C:17]1[S:18][CH:19]=[CH:20][CH:21]=1)[CH:6]=[N:5]2.[OH-].[Na+]. The catalyst is C(O)C. The product is [OH:1][C:2]1[C:3]([C:22]([NH:24][CH2:25][C:26]([OH:28])=[O:27])=[O:23])=[C:4]2[C:9](=[CH:10][C:11]=1[C:12]1[S:13][CH:14]=[CH:15][CH:16]=1)[N:8]=[C:7]([C:17]1[S:18][CH:19]=[CH:20][CH:21]=1)[CH:6]=[N:5]2. The yield is 0.741. (5) The reactants are [CH2:1]([O:3][C:4](=[O:12])[C:5]([S:8][C:9](=O)[CH3:10])([CH3:7])[CH3:6])[CH3:2].C[O-].[Na+].CC1C=CC(S([O:26][CH2:27][C@H:28]2COC[CH2:30][O:29]2)(=O)=O)=CC=1. The catalyst is C(O)C. The product is [O:26]1[CH2:27][CH2:28][O:29][CH2:30][C@@H:10]1[CH2:9][S:8][C:5]([CH3:7])([CH3:6])[C:4]([O:3][CH2:1][CH3:2])=[O:12]. The yield is 0.610. (6) The reactants are [CH3:1][C:2]1[N:3]=[CH:4][O:5][C:6]=1[C:7]([OH:9])=O.O1CCCC1.C(Cl)(=O)C(Cl)=O.[NH2:21][C:22]1[CH:23]=[C:24]([CH:41]=[CH:42][C:43]=1[F:44])[O:25][C:26]1[CH:27]=[CH:28][C:29]2[N:30]([CH:32]=[C:33]([NH:35][C:36]([CH:38]3[CH2:40][CH2:39]3)=[O:37])[N:34]=2)[N:31]=1. The catalyst is CN(C)C=O.CN(C)C(=O)C. The product is [CH:38]1([C:36]([NH:35][C:33]2[N:34]=[C:29]3[CH:28]=[CH:27][C:26]([O:25][C:24]4[CH:41]=[CH:42][C:43]([F:44])=[C:22]([NH:21][C:7]([C:6]5[O:5][CH:4]=[N:3][C:2]=5[CH3:1])=[O:9])[CH:23]=4)=[N:31][N:30]3[CH:32]=2)=[O:37])[CH2:39][CH2:40]1. The yield is 0.840. (7) The reactants are [F:1][CH:2]([F:39])[C:3]1[N:7]([C:8]2[N:13]=[C:12]([N:14]3[CH2:19][CH2:18][O:17][CH2:16][CH2:15]3)[N:11]=[C:10]([C:20]3[CH2:21][CH2:22][CH2:23][N:24]([C:26]([O:28][C:29]([CH3:32])([CH3:31])[CH3:30])=[O:27])[CH:25]=3)[N:9]=2)[C:6]2[CH:33]=[CH:34][CH:35]=[C:36]([O:37][CH3:38])[C:5]=2[N:4]=1. The catalyst is CO.C1COCC1.[Pd]. The product is [F:39][CH:2]([F:1])[C:3]1[N:7]([C:8]2[N:13]=[C:12]([N:14]3[CH2:19][CH2:18][O:17][CH2:16][CH2:15]3)[N:11]=[C:10]([CH:20]3[CH2:21][CH2:22][CH2:23][N:24]([C:26]([O:28][C:29]([CH3:31])([CH3:32])[CH3:30])=[O:27])[CH2:25]3)[N:9]=2)[C:6]2[CH:33]=[CH:34][CH:35]=[C:36]([O:37][CH3:38])[C:5]=2[N:4]=1. The yield is 0.810. (8) The reactants are NCC[N:4]1C(=O)/[C:7](=[CH:10]/[C:11]2[CH:16]=[CH:15][C:14]([O:17][CH2:18][CH3:19])=[CH:13][CH:12]=2)/[S:6][C:5]1=[O:20].[CH2:21]([N:23]([CH2:26]C)[CH2:24][CH3:25])C.[CH2:28]=[O:29].C(O[BH-](OC(=O)C)OC(=O)C)(=O)C.[Na+]. The catalyst is ClCCCl. The product is [CH3:26][N:23]([CH3:21])[CH2:24][CH2:25][N:4]1[C:28](=[O:29])/[C:7](=[CH:10]/[C:11]2[CH:16]=[CH:15][C:14]([O:17][CH2:18][CH3:19])=[CH:13][CH:12]=2)/[S:6][C:5]1=[O:20]. The yield is 0.762.